This data is from Reaction yield outcomes from USPTO patents with 853,638 reactions. The task is: Predict the reaction yield, written as a fraction of the theoretical maximum amount of product (1.0 means a 100% yield; for example, 0.34 means a 34% yield). (1) The reactants are [CH2:1]([O:8][N:9]1[C:15](=[O:16])[N:14]2[CH2:17][C@H:10]1[CH2:11][CH2:12][C@H:13]2[C:18]([OH:20])=O)[C:2]1[CH:7]=[CH:6][CH:5]=[CH:4][CH:3]=1.[O:21]1[CH2:26][CH2:25][CH:24]([C:27]([NH:29][NH2:30])=[O:28])[CH2:23][CH2:22]1. No catalyst specified. The product is [CH2:1]([O:8][N:9]1[C:15](=[O:16])[N:14]2[CH2:17][C@H:10]1[CH2:11][CH2:12][C@H:13]2[C:18]([NH:30][NH:29][C:27]([CH:24]1[CH2:25][CH2:26][O:21][CH2:22][CH2:23]1)=[O:28])=[O:20])[C:2]1[CH:3]=[CH:4][CH:5]=[CH:6][CH:7]=1. The yield is 0.545. (2) The reactants are [CH:1](=[N:8][OH:9])[C:2]1[CH:7]=[CH:6][CH:5]=[CH:4][CH:3]=1.N1C=CC=CC=1.[Cl:16]N1C(=O)CCC1=O.[Na+].[Cl-]. The catalyst is C(Cl)(Cl)Cl. The product is [Cl:16][C:1](=[N:8][OH:9])[C:2]1[CH:7]=[CH:6][CH:5]=[CH:4][CH:3]=1. The yield is 0.870. (3) The reactants are Br[C:2]1[CH:3]=[C:4]([NH:10][C:11]2[CH:16]=[CH:15][C:14]([N:17]3[CH2:23][CH2:22][CH2:21][N:20]([CH3:24])[CH2:19][CH2:18]3)=[CH:13][N:12]=2)[C:5](=[O:9])[N:6]([CH3:8])[CH:7]=1.[C:25]([O:28][CH2:29][C:30]1[C:35]([N:36]2[CH2:48][CH2:47][N:39]3[C:40]4[CH2:41][CH2:42][CH2:43][CH2:44][C:45]=4[CH:46]=[C:38]3[C:37]2=[O:49])=[CH:34][C:33]([F:50])=[CH:32][C:31]=1B1OC(C)(C)C(C)(C)O1)(=[O:27])[CH3:26].CC([O-])=O.[Na+]. The catalyst is CC#N.C1C=CC(P(C2C=CC=CC=2)[C-]2C=CC=C2)=CC=1.C1C=CC(P(C2C=CC=CC=2)[C-]2C=CC=C2)=CC=1.Cl[Pd]Cl.[Fe+2]. The product is [C:25]([O:28][CH2:29][C:30]1[C:35]([N:36]2[CH2:48][CH2:47][N:39]3[C:40]4[CH2:41][CH2:42][CH2:43][CH2:44][C:45]=4[CH:46]=[C:38]3[C:37]2=[O:49])=[CH:34][C:33]([F:50])=[CH:32][C:31]=1[C:2]1[CH:3]=[C:4]([NH:10][C:11]2[CH:16]=[CH:15][C:14]([N:17]3[CH2:23][CH2:22][CH2:21][N:20]([CH3:24])[CH2:19][CH2:18]3)=[CH:13][N:12]=2)[C:5](=[O:9])[N:6]([CH3:8])[CH:7]=1)(=[O:27])[CH3:26]. The yield is 0.430. (4) The reactants are Br[C:2]1[CH:3]=[CH:4][C:5]2[O:11][CH2:10][CH2:9][N:8]3[CH:12]=[C:13]([C:15]4[N:19]([CH:20]([CH3:22])[CH3:21])[N:18]=[CH:17][N:16]=4)[N:14]=[C:7]3[C:6]=2[CH:23]=1.[F:24][C:25]1[C:30](B(O)O)=[CH:29][CH:28]=[CH:27][N:26]=1.C([O-])(=O)C.[K+].CN(C=O)C. The catalyst is C1C=CC([P]([Pd]([P](C2C=CC=CC=2)(C2C=CC=CC=2)C2C=CC=CC=2)([P](C2C=CC=CC=2)(C2C=CC=CC=2)C2C=CC=CC=2)[P](C2C=CC=CC=2)(C2C=CC=CC=2)C2C=CC=CC=2)(C2C=CC=CC=2)C2C=CC=CC=2)=CC=1.O. The product is [F:24][C:25]1[C:30]([C:2]2[CH:3]=[CH:4][C:5]3[O:11][CH2:10][CH2:9][N:8]4[CH:12]=[C:13]([C:15]5[N:19]([CH:20]([CH3:22])[CH3:21])[N:18]=[CH:17][N:16]=5)[N:14]=[C:7]4[C:6]=3[CH:23]=2)=[CH:29][CH:28]=[CH:27][N:26]=1. The yield is 0.800.